Dataset: Forward reaction prediction with 1.9M reactions from USPTO patents (1976-2016). Task: Predict the product of the given reaction. (1) Given the reactants [CH3:1][O:2][C:3]([C:5]1[C:14]2[C:9](=[CH:10][C:11]([O:16][CH3:17])=[C:12]([OH:15])[CH:13]=2)[C:8](=[O:18])[N:7]([CH2:19][CH3:20])[CH:6]=1)=[O:4].[N:21]1[C:30]2[C:25](=[CH:26][CH:27]=[CH:28][CH:29]=2)[CH:24]=[CH:23][C:22]=1[CH2:31][CH2:32]O.C1C=CC(P(C2C=CC=CC=2)C2C=CC=CC=2)=CC=1.CCOC(/N=N/C(OCC)=O)=O, predict the reaction product. The product is: [CH3:1][O:2][C:3]([C:5]1[C:14]2[C:9](=[CH:10][C:11]([O:16][CH3:17])=[C:12]([O:15][CH2:32][CH2:31][C:22]3[CH:23]=[CH:24][C:25]4[C:30](=[CH:29][CH:28]=[CH:27][CH:26]=4)[N:21]=3)[CH:13]=2)[C:8](=[O:18])[N:7]([CH2:19][CH3:20])[CH:6]=1)=[O:4]. (2) Given the reactants [CH3:1][O:2][C:3]1[CH:9]=[CH:8][C:7]([C:10]([F:13])([F:12])[F:11])=[CH:6][C:4]=1N.N(OC(C)(C)C)=O.[I:21]I, predict the reaction product. The product is: [I:21][C:4]1[CH:6]=[C:7]([C:10]([F:13])([F:12])[F:11])[CH:8]=[CH:9][C:3]=1[O:2][CH3:1]. (3) Given the reactants Cl[C:2]1[C:11]2[C:6](=[CH:7][CH:8]=[CH:9][CH:10]=2)[N:5]=[C:4]([C:12]([F:21])([F:20])[C:13]2[CH:18]=[CH:17][C:16]([F:19])=[CH:15][N:14]=2)[N:3]=1.C1(P(C2C=CC=CC=2)C2C3OC4C(=CC=CC=4P(C4C=CC=CC=4)C4C=CC=CC=4)C(C)(C)C=3C=CC=2)C=CC=CC=1.[NH:64]1[CH:68]=[N:67][C:66]([NH2:69])=[N:65]1.C([O-])([O-])=O.[Na+].[Na+], predict the reaction product. The product is: [F:20][C:12]([F:21])([C:13]1[CH:18]=[CH:17][C:16]([F:19])=[CH:15][N:14]=1)[C:4]1[N:3]=[C:2]([NH:69][C:66]2[N:67]=[CH:68][NH:64][N:65]=2)[C:11]2[C:6](=[CH:7][CH:8]=[CH:9][CH:10]=2)[N:5]=1. (4) Given the reactants CC[CH:3]([C:8]([O-:10])=O)[CH2:4][CH2:5][CH2:6]C.[C:11]([O-:14])(=[O:13])[CH3:12].[Na+].[I-].[Na+].[C:18](O)(=O)[CH3:19].CC(C)=[O:24], predict the reaction product. The product is: [OH:24][C@@H:5]1[CH:4]2[CH:3]([C@H:12]2[C:11]([O:14][CH2:18][CH3:19])=[O:13])[C:8](=[O:10])[CH2:6]1. (5) Given the reactants [Cl-].[NH4+:2].C[Al](C)C.[CH2:7]([O:9][C:10]1[CH:17]=[CH:16][CH:15]=[CH:14][C:11]=1[C:12]#[N:13])[CH3:8].C(Cl)(Cl)[Cl:19], predict the reaction product. The product is: [ClH:19].[CH2:7]([O:9][C:10]1[CH:17]=[CH:16][CH:15]=[CH:14][C:11]=1[C:12]([NH2:2])=[NH:13])[CH3:8]. (6) Given the reactants [F:1][C:2]1[CH:10]=[C:9]2[C:5]([CH2:6][CH2:7][CH:8]2[NH:11][C:12]2[CH:21]=[CH:20][C:19]3[C:14](=[CH:15][CH:16]=[C:17]([NH2:22])[CH:18]=3)[N:13]=2)=[CH:4][CH:3]=1.[CH:23]([N:26]=[C:27]=[O:28])([CH3:25])[CH3:24], predict the reaction product. The product is: [F:1][C:2]1[CH:10]=[C:9]2[C:5]([CH2:6][CH2:7][CH:8]2[NH:11][C:12]2[CH:21]=[CH:20][C:19]3[C:14](=[CH:15][CH:16]=[C:17]([NH:22][C:27]([NH:26][CH:23]([CH3:25])[CH3:24])=[O:28])[CH:18]=3)[N:13]=2)=[CH:4][CH:3]=1. (7) Given the reactants [CH3:1][C:2]([CH3:31])([CH3:30])[C@@H:3]([NH:22][C:23](=[O:29])OC(C)(C)C)[C:4]([N:6]1[CH2:11][CH2:10][CH:9]([N:12]2[CH2:20][C:15]3=[N:16][C:17]([CH3:19])=[CH:18][N:14]3[C:13]2=[O:21])[CH2:8][CH2:7]1)=[O:5].[ClH:32].[CH2:33](O)[CH3:34], predict the reaction product. The product is: [Cl:32][C:34]1[CH:33]=[CH:10][C:9]([NH:12][C:23]([NH:22][C@@H:3]([C:4]([N:6]2[CH2:11][CH2:10][CH:9]([N:12]3[CH2:20][C:15]4=[N:16][C:17]([CH3:19])=[CH:18][N:14]4[C:13]3=[O:21])[CH2:8][CH2:7]2)=[O:5])[C:2]([CH3:1])([CH3:30])[CH3:31])=[O:29])=[CH:8][CH:7]=1. (8) Given the reactants [OH:1][C:2]1[CH:3]=[C:4]([C@@H:8]([NH:10][C:11](=[O:17])[O:12][C:13]([CH3:16])([CH3:15])[CH3:14])[CH3:9])[CH:5]=[CH:6][CH:7]=1.[CH:18]1(O)[CH2:23][CH2:22][CH2:21][CH2:20][CH2:19]1.C1C=CC(P(C2C=CC=CC=2)C2C=CC=CC=2)=CC=1.CCOC(/N=N/C(OCC)=O)=O, predict the reaction product. The product is: [CH:18]1([O:1][C:2]2[CH:3]=[C:4]([C@@H:8]([NH:10][C:11](=[O:17])[O:12][C:13]([CH3:16])([CH3:15])[CH3:14])[CH3:9])[CH:5]=[CH:6][CH:7]=2)[CH2:23][CH2:22][CH2:21][CH2:20][CH2:19]1. (9) Given the reactants [C:1]1([CH:7]([C:13]([CH3:15])=O)[C:8]([O:10][CH2:11]C)=[O:9])[CH:6]=[CH:5][CH:4]=[CH:3][CH:2]=1.NC(OCC)=[O:18].P(Cl)(Cl)(Cl)=O.[NH3:27], predict the reaction product. The product is: [CH3:15][C:13]1[NH:27][C:11](=[O:18])[O:10][C:8](=[O:9])[C:7]=1[C:1]1[CH:6]=[CH:5][CH:4]=[CH:3][CH:2]=1.